Task: Predict which catalyst facilitates the given reaction.. Dataset: Catalyst prediction with 721,799 reactions and 888 catalyst types from USPTO (1) Reactant: [C:1]([C:5]1[CH:9]=[C:8]([NH:10][C:11]([NH:13][C:14]2[C:23]3[C:18](=[CH:19][CH:20]=[CH:21][CH:22]=3)[CH:17]=[CH:16][CH:15]=2)=[O:12])[N:7]([C:24]2[CH:29]=[CH:28][C:27]([CH:30]=[O:31])=[CH:26][CH:25]=2)[N:6]=1)([CH3:4])([CH3:3])[CH3:2].[CH3:32][Mg]Br. Product: [C:1]([C:5]1[CH:9]=[C:8]([NH:10][C:11]([NH:13][C:14]2[C:23]3[C:18](=[CH:19][CH:20]=[CH:21][CH:22]=3)[CH:17]=[CH:16][CH:15]=2)=[O:12])[N:7]([C:24]2[CH:29]=[CH:28][C:27]([CH:30]([OH:31])[CH3:32])=[CH:26][CH:25]=2)[N:6]=1)([CH3:4])([CH3:2])[CH3:3]. The catalyst class is: 1. (2) The catalyst class is: 326. Reactant: [NH2:1][CH:2]([C:21]1[CH:26]=[CH:25][C:24]([Cl:27])=[CH:23][CH:22]=1)[C:3]1[N:7]([CH:8]([CH3:10])[CH3:9])[C:6]([C:11]2[CH2:12][CH2:13][N:14]([CH3:17])[CH2:15][CH:16]=2)=[N:5][C:4]=1[C:18]([OH:20])=O. Product: [Cl:27][C:24]1[CH:23]=[CH:22][C:21]([CH:2]2[C:3]3[N:7]([CH:8]([CH3:10])[CH3:9])[C:6]([C:11]4[CH2:12][CH2:13][N:14]([CH3:17])[CH2:15][CH:16]=4)=[N:5][C:4]=3[C:18](=[O:20])[NH:1]2)=[CH:26][CH:25]=1. (3) Reactant: [CH3:1][CH:2]([O:4][C:5]1[CH:12]=[CH:11][C:10]([C:13]2[S:14][C:15]([N:18]3[C:26]([CH3:27])=[C:21]4[CH2:22][NH:23][CH2:24][CH2:25][C:20]4=[N:19]3)=[N:16][N:17]=2)=[CH:9][C:6]=1[C:7]#[N:8])[CH3:3].[C:28]([NH2:32])(=[O:31])[CH:29]=[CH2:30]. Product: [C:7]([C:6]1[CH:9]=[C:10]([C:13]2[S:14][C:15]([N:18]3[C:26]([CH3:27])=[C:21]4[CH2:22][N:23]([CH2:30][CH2:29][C:28]([NH2:32])=[O:31])[CH2:24][CH2:25][C:20]4=[N:19]3)=[N:16][N:17]=2)[CH:11]=[CH:12][C:5]=1[O:4][CH:2]([CH3:1])[CH3:3])#[N:8]. The catalyst class is: 10. (4) Reactant: C([NH:9][C:10]([NH:12][N:13]1[C:17]([C:18](OC)=[O:19])=[CH:16][N:15]=[C:14]1[CH:22]1[CH2:27][CH2:26][O:25][CH2:24][CH2:23]1)=[O:11])(=O)C1C=CC=CC=1.C(=O)([O-])[O-].[K+].[K+]. Product: [O:25]1[CH2:26][CH2:27][CH:22]([C:14]2[N:13]3[C:17]([C:18](=[O:19])[NH:9][C:10](=[O:11])[NH:12]3)=[CH:16][N:15]=2)[CH2:23][CH2:24]1. The catalyst class is: 5. (5) Reactant: [CH2:1]([O:3][C:4](=[O:24])[CH:5]([N:7]1[C:12]2[CH:13]=[C:14]([O:17][C:18]3([CH3:22])[CH2:21][NH:20][CH2:19]3)[CH:15]=[CH:16][C:11]=2[O:10][CH2:9][C:8]1=[O:23])[CH3:6])[CH3:2].[OH-].[Na+].[CH3:27][C:28]([O:31][C:32](O[C:32]([O:31][C:28]([CH3:30])([CH3:29])[CH3:27])=[O:33])=[O:33])([CH3:30])[CH3:29]. Product: [C:28]([O:31][C:32]([N:20]1[CH2:19][C:18]([O:17][C:14]2[CH:15]=[CH:16][C:11]3[O:10][CH2:9][C:8](=[O:23])[N:7]([CH:5]([C:4]([O:3][CH2:1][CH3:2])=[O:24])[CH3:6])[C:12]=3[CH:13]=2)([CH3:22])[CH2:21]1)=[O:33])([CH3:30])([CH3:29])[CH3:27]. The catalyst class is: 1. (6) Reactant: [O:1]1[CH2:4][CH:3]([NH:5][C:6]2[CH:7]=[N:8][CH:9]=[CH:10][C:11]=2[C:12]2[CH:17]=[CH:16][CH:15]=[CH:14][C:13]=2[CH3:18])[CH2:2]1.[F:19][C:20]([F:35])([F:34])[C:21]1[CH:22]=[C:23]([CH:27]=[C:28]([C:30]([F:33])([F:32])[F:31])[CH:29]=1)[C:24](Cl)=[O:25]. Product: [O:1]1[CH2:2][CH:3]([N:5]([C:6]2[CH:7]=[N:8][CH:9]=[CH:10][C:11]=2[C:12]2[CH:17]=[CH:16][CH:15]=[CH:14][C:13]=2[CH3:18])[C:24](=[O:25])[C:23]2[CH:27]=[C:28]([C:30]([F:31])([F:32])[F:33])[CH:29]=[C:21]([C:20]([F:19])([F:34])[F:35])[CH:22]=2)[CH2:4]1. The catalyst class is: 243.